Dataset: Forward reaction prediction with 1.9M reactions from USPTO patents (1976-2016). Task: Predict the product of the given reaction. (1) Given the reactants [C:1]([C:4]1[C:5]([F:33])=[C:6]([CH:29]=[CH:30][C:31]=1[F:32])[O:7][CH:8]([C:14]1[O:15][CH:16]=[C:17]([C:19]2[CH:24]=[CH:23][C:22]([C:25]([F:28])([F:27])[F:26])=[CH:21][CH:20]=2)[N:18]=1)[C:9]([O:11]CC)=O)(=[O:3])[NH2:2].[C:34](=[N:37]O)([NH2:36])[CH3:35].C([O-])([O-])=O.[K+].[K+].O, predict the reaction product. The product is: [F:33][C:5]1[C:6]([O:7][CH:8]([C:9]2[O:11][N:37]=[C:34]([CH3:35])[N:36]=2)[C:14]2[O:15][CH:16]=[C:17]([C:19]3[CH:24]=[CH:23][C:22]([C:25]([F:27])([F:28])[F:26])=[CH:21][CH:20]=3)[N:18]=2)=[CH:29][CH:30]=[C:31]([F:32])[C:4]=1[C:1]([NH2:2])=[O:3]. (2) Given the reactants [C:1]([O:5][C:6]([N:8]([CH:20]1[CH2:23][CH2:22][CH2:21]1)[C@@H:9]1[CH2:11][C@H:10]1[C:12]1[S:16][CH:15]=[C:14]([C:17]([OH:19])=O)[CH:13]=1)=[O:7])([CH3:4])([CH3:3])[CH3:2].[CH3:24][C:25]1[S:29][C:28]([NH2:30])=[N:27][N:26]=1.C(N(CC)CC)C.F[P-](F)(F)(F)(F)F.N1(OC(N(C)C)=[N+](C)C)C2N=CC=CC=2N=N1, predict the reaction product. The product is: [CH:20]1([N:8]([C@@H:9]2[CH2:11][C@H:10]2[C:12]2[S:16][CH:15]=[C:14]([C:17](=[O:19])[NH:30][C:28]3[S:29][C:25]([CH3:24])=[N:26][N:27]=3)[CH:13]=2)[C:6](=[O:7])[O:5][C:1]([CH3:4])([CH3:3])[CH3:2])[CH2:21][CH2:22][CH2:23]1. (3) Given the reactants Br[C:2]1[CH:9]=[CH:8][C:7]([F:10])=[CH:6][C:3]=1[CH:4]=[O:5].[CH3:11][O:12][C:13]1[CH:20]=[CH:19][C:16]([CH:17]=[CH2:18])=[CH:15][CH:14]=1.C1(C)C=CC=CC=1P(C1C=CC=CC=1C)C1C=CC=CC=1C.C(N(CC)CC)C, predict the reaction product. The product is: [F:10][C:7]1[CH:8]=[CH:9][C:2](/[CH:18]=[CH:17]/[C:16]2[CH:19]=[CH:20][C:13]([O:12][CH3:11])=[CH:14][CH:15]=2)=[C:3]([CH:6]=1)[CH:4]=[O:5].